Dataset: Reaction yield outcomes from USPTO patents with 853,638 reactions. Task: Predict the reaction yield, written as a fraction of the theoretical maximum amount of product (1.0 means a 100% yield; for example, 0.34 means a 34% yield). (1) The reactants are [Cl:1][C:2]1[N:7]=[C:6]([CH2:8][C:9]2[C:14]([Cl:15])=[CH:13][CH:12]=[CH:11][C:10]=2[Cl:16])[N:5]=[C:4]([NH:17][C:18]2[CH:25]=[CH:24][C:21]([C:22]#[N:23])=[CH:20][CH:19]=2)[N:3]=1.C[Si](C)(C)[O:28][NH2:29]. The catalyst is O1CCOCC1. The product is [ClH:1].[Cl:16][C:10]1[CH:11]=[CH:12][CH:13]=[C:14]([Cl:15])[C:9]=1[CH2:8][C:6]1[N:7]=[C:2]([NH:29][OH:28])[N:3]=[C:4]([NH:17][C:18]2[CH:25]=[CH:24][C:21]([C:22]#[N:23])=[CH:20][CH:19]=2)[N:5]=1. The yield is 0.598. (2) The reactants are [CH2:1]([N:3]1[CH2:8][CH2:7][N:6]([C:9]2[C:14]3=[CH:15][S:16][CH:17]=[C:13]3[CH:12]=[C:11]([C:18]3[CH:23]=[CH:22][C:21]([O:24]COC)=[CH:20][CH:19]=3)[N:10]=2)[CH2:5][CH2:4]1)[CH3:2].Cl.[OH-].[Na+]. The catalyst is C(O)C. The product is [CH2:1]([N:3]1[CH2:8][CH2:7][N:6]([C:9]2[C:14]3=[CH:15][S:16][CH:17]=[C:13]3[CH:12]=[C:11]([C:18]3[CH:23]=[CH:22][C:21]([OH:24])=[CH:20][CH:19]=3)[N:10]=2)[CH2:5][CH2:4]1)[CH3:2]. The yield is 0.110.